This data is from Catalyst prediction with 721,799 reactions and 888 catalyst types from USPTO. The task is: Predict which catalyst facilitates the given reaction. (1) Reactant: [NH2:1][C:2]1[S:3][C:4]2[CH2:10][CH2:9][N:8]([C:11]3[N:16]=[C:15]([CH3:17])[NH:14][C:13](=[O:18])[C:12]=3[N+:19]([O-:21])=[O:20])[CH2:7][CH2:6][C:5]=2[N:22]=1.[CH2:23](I)[CH3:24].C(=O)([O-])[O-].[K+].[K+]. Product: [NH2:1][C:2]1[S:3][C:4]2[CH2:10][CH2:9][N:8]([C:11]3[N:16]=[C:15]([CH3:17])[N:14]([CH2:23][CH3:24])[C:13](=[O:18])[C:12]=3[N+:19]([O-:21])=[O:20])[CH2:7][CH2:6][C:5]=2[N:22]=1. The catalyst class is: 9. (2) Reactant: [NH2:1][C:2]1[C:10]([SH:11])=[CH:9][C:5]([C:6]([OH:8])=[O:7])=[CH:4][C:3]=1[O:12][CH3:13].[CH:14](O)=O. Product: [CH3:13][O:12][C:3]1[C:2]2[N:1]=[CH:14][S:11][C:10]=2[CH:9]=[C:5]([C:6]([OH:8])=[O:7])[CH:4]=1. The catalyst class is: 401. (3) Reactant: [NH2:1][C:2]1[N:3]=[CH:4][C:5]([CH:21]2[CH2:26][CH2:25][N:24]([C:27](=[O:30])[CH2:28][CH3:29])[CH2:23][CH2:22]2)=[N:6][C:7]=1[C:8]1[O:9][C:10]([C:13]2[CH:18]=[CH:17][C:16]([CH2:19]Br)=[CH:15][CH:14]=2)=[N:11][N:12]=1.C([O-])([O-])=O.[Na+].[Na+].[CH3:37][NH2:38]. Product: [NH2:1][C:2]1[N:3]=[CH:4][C:5]([CH:21]2[CH2:26][CH2:25][N:24]([C:27](=[O:30])[CH2:28][CH3:29])[CH2:23][CH2:22]2)=[N:6][C:7]=1[C:8]1[O:9][C:10]([C:13]2[CH:18]=[CH:17][C:16]([CH2:19][NH:38][CH3:37])=[CH:15][CH:14]=2)=[N:11][N:12]=1. The catalyst class is: 54. (4) Reactant: C[O:2][C:3]([C:5]1[CH:10]=[C:9]([Br:11])[C:8](=[O:12])[N:7]([CH2:13][CH2:14][C:15]2[CH:20]=[CH:19][CH:18]=[CH:17][CH:16]=2)[C:6]=1[CH2:21][N:22]([CH2:33][C:34]([O:36][CH3:37])=[O:35])S(C1C=CC(C)=CC=1)(=O)=O)=O.C[O-].[Na+].Cl. Product: [CH3:37][O:36][C:34]([C:33]1[C:3]([OH:2])=[C:5]2[C:6](=[CH:21][N:22]=1)[N:7]([CH2:13][CH2:14][C:15]1[CH:20]=[CH:19][CH:18]=[CH:17][CH:16]=1)[C:8](=[O:12])[C:9]([Br:11])=[CH:10]2)=[O:35]. The catalyst class is: 430. (5) Reactant: [C:1]([O:5][C:6]([N:8]1[C:16]2[C:11](=[CH:12][C:13]([OH:18])=[CH:14][C:15]=2[CH3:17])[CH2:10][CH2:9]1)=[O:7])([CH3:4])([CH3:3])[CH3:2].[C:19]1([C:25]2[CH:26]=[C:27]([CH2:34]Cl)[S:28][C:29]=2[C:30]([F:33])([F:32])[F:31])[CH:24]=[CH:23][CH:22]=[CH:21][CH:20]=1.C(=O)([O-])[O-].[K+].[K+].CN(C=O)C. Product: [C:1]([O:5][C:6]([N:8]1[C:16]2[C:11](=[CH:12][C:13]([O:18][CH2:34][C:27]3[S:28][C:29]([C:30]([F:32])([F:31])[F:33])=[C:25]([C:19]4[CH:24]=[CH:23][CH:22]=[CH:21][CH:20]=4)[CH:26]=3)=[CH:14][C:15]=2[CH3:17])[CH2:10][CH2:9]1)=[O:7])([CH3:4])([CH3:3])[CH3:2]. The catalyst class is: 13. (6) Reactant: [CH:1]1([S:4]([C:7]2[CH:12]=[CH:11][C:10]([CH:13]([CH2:31][CH:32]3[CH2:37][CH2:36][O:35][CH2:34][CH2:33]3)[C:14](=O)[CH2:15][CH2:16][C:17]([C:19]3[S:20][C:21]([CH2:24][O:25][CH2:26][CH2:27][O:28][CH3:29])=[CH:22][N:23]=3)=O)=[CH:9][CH:8]=2)(=[O:6])=[O:5])[CH2:3][CH2:2]1.C([O-])(=O)C.[NH4+:42].[OH-].[Na+]. The catalyst class is: 15. Product: [CH:1]1([S:4]([C:7]2[CH:12]=[CH:11][C:10]([CH:13]([C:14]3[NH:42][C:17]([C:19]4[S:20][C:21]([CH2:24][O:25][CH2:26][CH2:27][O:28][CH3:29])=[CH:22][N:23]=4)=[CH:16][CH:15]=3)[CH2:31][CH:32]3[CH2:37][CH2:36][O:35][CH2:34][CH2:33]3)=[CH:9][CH:8]=2)(=[O:5])=[O:6])[CH2:2][CH2:3]1. (7) Reactant: CC1C=CC(S(O[CH2:12][C:13]2([OH:27])[C:23]3[C:24]4[N:15]([C:16](=[O:26])[CH:17]=[N:18][C:19]=4[CH:20]=[CH:21][C:22]=3[F:25])[CH2:14]2)(=O)=O)=CC=1.[O:28]1[C:37]2[CH:36]=[C:35]([CH2:38][N:39]([CH:47]3[CH2:52][CH2:51][NH:50][CH2:49][CH2:48]3)[C:40](=[O:46])[O:41][C:42]([CH3:45])([CH3:44])[CH3:43])[N:34]=[CH:33][C:32]=2[O:31][CH2:30][CH2:29]1.C(=O)([O-])[O-].[Na+].[Na+]. Product: [O:28]1[C:37]2[CH:36]=[C:35]([CH2:38][N:39]([CH:47]3[CH2:52][CH2:51][N:50]([CH2:12][C:13]4([OH:27])[C:23]5[C:24]6[N:15]([C:16](=[O:26])[CH:17]=[N:18][C:19]=6[CH:20]=[CH:21][C:22]=5[F:25])[CH2:14]4)[CH2:49][CH2:48]3)[C:40](=[O:46])[O:41][C:42]([CH3:45])([CH3:44])[CH3:43])[N:34]=[CH:33][C:32]=2[O:31][CH2:30][CH2:29]1. The catalyst class is: 8.